Dataset: Full USPTO retrosynthesis dataset with 1.9M reactions from patents (1976-2016). Task: Predict the reactants needed to synthesize the given product. (1) Given the product [C:24]([NH:25][C@H:26]1[CH2:30][CH2:29][N:28]([C:9]2[CH:8]=[CH:7][C:3]([C:4]([NH2:6])=[O:5])=[C:2]([NH:18][C:14]3[CH:13]=[N:12][CH:17]=[CH:16][CH:15]=3)[N:10]=2)[CH2:27]1)(=[O:31])[CH:32]=[CH2:33], predict the reactants needed to synthesize it. The reactants are: Cl[C:2]1[N:10]=[C:9](Cl)[CH:8]=[CH:7][C:3]=1[C:4]([NH2:6])=[O:5].[N:12]1[CH:17]=[CH:16][CH:15]=[C:14]([NH2:18])[CH:13]=1.C(O[C:24](=[O:31])[NH:25][C@H:26]1[CH2:30][CH2:29][NH:28][CH2:27]1)(C)(C)C.[C:32](O)(=O)[CH:33]=C. (2) Given the product [Cl:10][CH2:11][C:12]([NH:1][C:2]1[CH:7]=[CH:6][C:5]([CH2:8][OH:9])=[CH:4][CH:3]=1)=[O:13], predict the reactants needed to synthesize it. The reactants are: [NH2:1][C:2]1[CH:7]=[CH:6][C:5]([CH2:8][OH:9])=[CH:4][CH:3]=1.[Cl:10][CH2:11][C:12](Cl)=[O:13].